This data is from Full USPTO retrosynthesis dataset with 1.9M reactions from patents (1976-2016). The task is: Predict the reactants needed to synthesize the given product. (1) The reactants are: [OH:1][C:2]1[C:11]([C:12]([O:14]C)=[O:13])=[CH:10][C:9]2[C:4](=[N:5][CH:6]=[CH:7][CH:8]=2)[N:3]=1.[Li+].[OH-]. Given the product [OH:1][C:2]1[C:11]([C:12]([OH:14])=[O:13])=[CH:10][C:9]2[C:4](=[N:5][CH:6]=[CH:7][CH:8]=2)[N:3]=1, predict the reactants needed to synthesize it. (2) Given the product [CH3:20][C:21]1[CH:26]=[C:25]([C:27]2[S:47][C:46]([NH:45][C:42](=[O:44])[CH3:43])=[N:48][C:28]=2[CH3:29])[CH:24]=[C:23]([CH3:31])[N:22]=1.[CH3:20][C:21]1[CH:26]=[C:25]([CH2:27][C:28](=[O:30])[CH3:29])[CH:24]=[C:23]([CH3:31])[N:22]=1, predict the reactants needed to synthesize it. The reactants are: CC1N=C(NC2C=NC=CN=2)SC=1C1C=CN=CC=1.[CH3:20][C:21]1[CH:26]=[C:25]([CH2:27][C:28](=[O:30])[CH3:29])[CH:24]=[C:23]([CH3:31])[N:22]=1.N1C=CN=CC=1NC(N)=S.[C:42]([NH:45][C:46]([NH2:48])=[S:47])(=[O:44])[CH3:43]. (3) The reactants are: Cl[C:2]1[CH:7]=[C:6]([C:8]2([C:18]3[CH:23]=[C:22]([CH3:24])[C:21]([O:25][CH:26]([F:28])[F:27])=[C:20]([CH3:29])[CH:19]=3)[C:16]3[C:11](=[N:12][CH:13]=[CH:14][CH:15]=3)[C:10]([NH2:17])=[N:9]2)[CH:5]=[CH:4][N:3]=1.[N:30]1[CH:35]=[C:34](B(O)O)[CH:33]=[N:32][CH:31]=1.C([O-])([O-])=O.[K+].[K+]. Given the product [F:27][CH:26]([F:28])[O:25][C:21]1[C:22]([CH3:24])=[CH:23][C:18]([C:8]2([C:6]3[CH:5]=[CH:4][N:3]=[C:2]([C:34]4[CH:35]=[N:30][CH:31]=[N:32][CH:33]=4)[CH:7]=3)[C:16]3[C:11](=[N:12][CH:13]=[CH:14][CH:15]=3)[C:10]([NH2:17])=[N:9]2)=[CH:19][C:20]=1[CH3:29], predict the reactants needed to synthesize it. (4) Given the product [CH2:24]([O:26][C:27]([C:29]1[N:30]=[C:31]([NH:34][C:8](=[O:9])[CH:7]([C:11]2[CH:12]=[CH:13][C:14]([O:17][C:18]3[CH:23]=[CH:22][CH:21]=[CH:20][CH:19]=3)=[CH:15][CH:16]=2)[CH2:6][CH:1]2[CH2:5][CH2:4][CH2:3][CH2:2]2)[S:32][CH:33]=1)=[O:28])[CH3:25], predict the reactants needed to synthesize it. The reactants are: [CH:1]1([CH2:6][CH:7]([C:11]2[CH:16]=[CH:15][C:14]([O:17][C:18]3[CH:23]=[CH:22][CH:21]=[CH:20][CH:19]=3)=[CH:13][CH:12]=2)[C:8](O)=[O:9])[CH2:5][CH2:4][CH2:3][CH2:2]1.[CH2:24]([O:26][C:27]([C:29]1[N:30]=[C:31]([NH2:34])[S:32][CH:33]=1)=[O:28])[CH3:25].F[P-](F)(F)(F)(F)F.N1(O[P+](N(C)C)(N(C)C)N(C)C)C2C=CC=CC=2N=N1.C(N(CC)CC)C. (5) The reactants are: C[O:2][C:3]1(OC)[CH2:8][CH2:7][N:6]([C:9]2[CH:14]=[CH:13][C:12]([N:15]3[CH2:19][C@H:18]([CH2:20][OH:21])[O:17][C:16]3=[O:22])=[CH:11][CH:10]=2)[CH2:5][CH:4]1[F:23].CSC.C(Cl)(=O)C. Given the product [O:2]=[C:3]1[CH2:8][CH2:7][N:6]([C:9]2[CH:14]=[CH:13][C:12]([N:15]3[CH2:19][C@H:18]([CH2:20][OH:21])[O:17][C:16]3=[O:22])=[CH:11][CH:10]=2)[CH2:5][CH:4]1[F:23], predict the reactants needed to synthesize it. (6) Given the product [C:31]([N:21]1[CH:22]=[CH:23][C:19]([C:9]2[S:8][C:7]([S:6][CH:1]3[CH2:2][CH2:3][CH2:4][CH2:5]3)=[C:11]3[C:12](=[O:18])[CH2:13][C:14]([CH3:16])([CH3:17])[CH2:15][C:10]=23)=[N:20]1)(=[O:35])[CH2:32][CH2:33][CH3:34], predict the reactants needed to synthesize it. The reactants are: [CH:1]1([S:6][C:7]2[S:8][C:9]([C:19]3[CH:23]=[CH:22][NH:21][N:20]=3)=[C:10]3[CH2:15][C:14]([CH3:17])([CH3:16])[CH2:13][C:12](=[O:18])[C:11]=23)[CH2:5][CH2:4][CH2:3][CH2:2]1.C(N(CC)CC)C.[C:31](Cl)(=[O:35])[CH2:32][CH2:33][CH3:34]. (7) Given the product [CH3:20][O:21][C:22]1[CH:23]=[C:24](/[C:25](=[CH:6]/[C:5]2[CH:8]=[CH:9][C:2]([O:1][CH2:13][O:14][CH2:15][CH2:16][O:17][CH3:18])=[C:3]([N+:10]([O-:12])=[O:11])[CH:4]=2)/[C:26]#[N:27])[CH:28]=[CH:29][C:30]=1[O:31][CH3:32], predict the reactants needed to synthesize it. The reactants are: [OH:1][C:2]1[CH:9]=[CH:8][C:5]([CH:6]=O)=[CH:4][C:3]=1[N+:10]([O-:12])=[O:11].[CH3:13][O:14][CH2:15][CH2:16][O:17][CH2:18]Cl.[CH3:20][O:21][C:22]1[CH:23]=[C:24]([CH:28]=[CH:29][C:30]=1[O:31][CH3:32])[CH2:25][C:26]#[N:27]. (8) Given the product [N:38]1[CH:43]=[C:42]([C:6]2[CH:11]=[CH:10][N:9]=[C:8]([C:12]([NH:31][C:30]3[CH:32]=[CH:33][C:27]([O:26][C:25]([F:34])([F:35])[F:24])=[CH:28][CH:29]=3)=[O:14])[CH:7]=2)[CH:41]=[N:40][CH:39]=1, predict the reactants needed to synthesize it. The reactants are: O=S(Cl)Cl.I[C:6]1[CH:11]=[CH:10][N:9]=[C:8]([C:12]([OH:14])=O)[CH:7]=1.CCN(C(C)C)C(C)C.[F:24][C:25]([F:35])([F:34])[O:26][C:27]1[CH:33]=[CH:32][C:30]([NH2:31])=[CH:29][CH:28]=1.[NH4+].[Cl-].[N:38]1[CH:43]=[C:42](B(O)O)[CH:41]=[N:40][CH:39]=1.C([O-])([O-])=O.[Na+].[Na+]. (9) Given the product [Br:39][C:37]1[CH:38]=[C:9]2[C:10](=[CH:35][CH:36]=1)[C:11](=[O:12])[N:13]([CH2:24][C:25]1[CH:30]=[CH:29][C:28]([S:31]([CH3:34])(=[O:33])=[O:32])=[CH:27][CH:26]=1)[C:14]([C:15](=[O:23])[CH2:16][C:17]1[CH:22]=[CH:21][CH:20]=[CH:19][CH:18]=1)=[C:1]2[C:2]1[CH:3]=[CH:4][CH:5]=[CH:6][CH:7]=1, predict the reactants needed to synthesize it. The reactants are: [C:1]([C:9]1[CH:38]=[C:37]([Br:39])[CH:36]=[CH:35][C:10]=1[C:11]([N:13]([CH2:24][C:25]1[CH:30]=[CH:29][C:28]([S:31]([CH3:34])(=[O:33])=[O:32])=[CH:27][CH:26]=1)[CH2:14][C:15](=[O:23])[CH2:16][C:17]1[CH:22]=[CH:21][CH:20]=[CH:19][CH:18]=1)=[O:12])(=O)[C:2]1[CH:7]=[CH:6][CH:5]=[CH:4][CH:3]=1.N12CCCN=C1CCCCC2.